This data is from Experimentally validated miRNA-target interactions with 360,000+ pairs, plus equal number of negative samples. The task is: Binary Classification. Given a miRNA mature sequence and a target amino acid sequence, predict their likelihood of interaction. (1) The miRNA is hsa-miR-6125 with sequence GCGGAAGGCGGAGCGGCGGA. The protein sequence of the target gene is MRQKEVLAKSFQGPAAVCRTPNSHVYMFNNGSGDSGDSSEEESHQVVLRPRGKEHQKNSSQRPGAGTMVLLQRELAQEDSLNKLALQYGCKVADIKKANNFIREQDLYALKSIKIPVRNHGILTETHQELMPLGASSSETRVTLVDLPEDEDAGGATTQGNQLTDFFKGIDENIERAVHSDVFHGDSCCVEAPDQLLLPITQKPVADGADCGIQWWNAVFLMLLIGIVLPVFYLVYFKIQATGEPSNGLNATVVPNGSMTLSPVPGQAPRLAIPVPTLPASDSQVSPTTQAGA. Result: 0 (no interaction). (2) The miRNA is hsa-miR-767-3p with sequence UCUGCUCAUACCCCAUGGUUUCU. The protein sequence of the target gene is MTHSPATSEDEERHSASECPEGGSESDSSPDGPGRGPQGTRGRGSGAPGNLASTRGLQGRSMSVPDDAHFSMMVFRIGIPDLHQTKCLRFNPDATIWTAKQQVLCALSESLQDVLNYGLFQPATSGRDANFLEEERLLREYPQSFEKGVPYLEFRYKTRVYKQTNLDEKQLAKLHTKTGLKKFLEYVQLGTSDKVARLLDKGLDPNYHDSDSGETPLTLAAQTEGSVEVIRTLCLGGAHIDFRARDGMTALHKAACARHCLALTALLDLGGSPNYKDRRGLTPLFHTAMVGGDPRCCELL.... Result: 0 (no interaction).